Dataset: Experimentally validated miRNA-target interactions with 360,000+ pairs, plus equal number of negative samples. Task: Binary Classification. Given a miRNA mature sequence and a target amino acid sequence, predict their likelihood of interaction. (1) The miRNA is hsa-miR-3152-5p with sequence AUUGCCUCUGUUCUAACACAAG. The protein sequence of the target gene is MNNQKQQKPTLSGQRFKTRKRDEKERFDPTQFQDCIIQGLTETGTDLEAVAKFLDASGAKLDYRRYAETLFDILVAGGMLAPGGTLADDMMRTDVCVFAAQEDLETMQAFAQVFNKLIRRYKYLEKGFEDEVKKLLLFLKGFSESERNKLAMLTGVLLANGTLNASILNSLYNENLVKEGVSAAFAVKLFKSWINEKDINAVAASLRKVSMDNRLMELFPANKQSVEHFTKYFTEAGLKELSEYVRNQQTIGARKELQKELQEQMSRGDPFKDIILYVKEEMKKNNIPEPVVIGIVWSSV.... Result: 1 (interaction). (2) The miRNA is hsa-miR-544a with sequence AUUCUGCAUUUUUAGCAAGUUC. The protein sequence of the target gene is MARMSFVIAACQLVLGLLMTSLTESSIQNSECPQLCVCEIRPWFTPQSTYREATTVDCNDLRLTRIPSNLSSDTQVLLLQSNNIAKTVDELQQLFNLTELDFSQNNFTNIKEVGLANLTQLTTLHLEENQITEMTDYCLQDLSNLQELYINHNQISTISAHAFAGLKNLLRLHLNSNKLKVIDSRWFDSTPNLEILMIGENPVIGILDMNFKPLANLRSLVLAGMYLTDIPGNALVGLDSLESLSFYDNKLVKVPQLALQKVPNLKFLDLNKNPIHKIQEGDFKNMLRLKELGINNMGEL.... Result: 0 (no interaction). (3) The miRNA is hsa-miR-149-3p with sequence AGGGAGGGACGGGGGCUGUGC. The protein sequence of the target gene is MFEDVFSDSGNTGNFDRGKKRRLTIIECGCDINMMIDLAKVADLVLMLIDASFGFEMEMFEFLNICQAHGFPKILGVLTHLDSFKHNKQLKKTKKRLKHRFWTEVYQDKVGLTHELVQSLISTYSTIDAKMASSRVTLLSNSKPLGSEAIDNQGVSLEFDQQQGSVCPSESEIYEAGAEDRMAGAPMAAAVQPAEVTVEVGEDLHMHQVRDREMPEVVEIRRSNCTNHCDLGDTSSYHTKVSTVHIMKKRNGGGSLNNYSSSIPPTPSTSQEDPQFSVPPTANTPTPVCKRSMRWSNLFT.... Result: 1 (interaction). (4) The miRNA is hsa-miR-155-5p with sequence UUAAUGCUAAUCGUGAUAGGGGUU. The protein sequence of the target gene is MSEVKSRKKSGPKGAPAAEPGKRSEGGKTPVARSSGGGGWADPRTCLSLLSLGTCLGLAWFVFQQSEKFAKVENQYQLLKLETNEFQQLQSKISLISEKWQKSEAIMEQLKSFQIIAHLKRLQEEINEVKTWSNRITEKQDILNNSLTTLSQDITKVDQSTTSMAKDVGLKITSVKTDIRRISGLVTDVISLTDSVQELENKIEKVEKNTVKNIGDLLSSSIDRTATLRKTASENSQRINSVKKTLTELKSDFDKHTDRFLSLEGDRAKVLKTVTFANDLKPKVYNLKKDFSRLEPLVND.... Result: 1 (interaction). (5) The miRNA is hsa-miR-6861-3p with sequence UGGACCUCUCCUCCCCAG. The protein sequence of the target gene is MFPVFPCTLLAPPFPVLGLDSRGVGGLMNSFPPPQGHAQNPLQVGAELQSRFFASQGCAQSPFQAAPAPPPTPQAPAAEPLQVDLLPVLAAAQESAAAAAAAAAAAAAVAAAPPAPAAASTVDTAALKQPPAPPPPPPPVSAPAAEAAPPASAATIAAAAATAVVAPTSTVAVAPVASALEKKTKSKGPYICALCAKEFKNGYNLRRHEAIHTGAKAGRVPSGAMKMPTMVPLSLLSVPQLSGAGGGGGEAGAGGGAAAVAAGGVVTTTASGKRIRKNHACEMCGKAFRDVYHLNRHKLS.... Result: 1 (interaction). (6) The miRNA is hsa-miR-6726-3p with sequence CUCGCCCUGUCUCCCGCUAG. The protein sequence of the target gene is MNFEGLDPGLAEYAPAMHSALDPVLDAHLNPSLLQNVELDPEGVALEALPVQESVHIMEGVYSELHSVVAEVGVPVSVSHFDLHEEMLWVGSHGGHATSFFGPALERYSSFQVNGSDDIRQIQSLENGILFLTKNNLKYMARGGLIIFDYLLDENEDMHSLLLTDSSTLLVGGLQNHIIEIDLNTVQETQKYAVETPGVTIMRQTNRFFFCGHTSGKVSLRDLRTFKVEHEFDAFSGSLSDFDVHGNLLAACGFSSRLTGLACDRFLKVYDLRMMRAITPLQVHVDPAFLRFIPTYTSRL.... Result: 1 (interaction). (7) The miRNA is mmu-miR-511-3p with sequence AAUGUGUAGCAAAAGACAGGAU. The protein sequence of the target gene is MSLFARQLQSLTASGIRTQQVRLASTEVSFHTKPCKLHKLDNGPNTSVTLNREDALKYYRDMQVIRRMESAAGNLYKEKKIRGFCHLYSGQEACAVGMKAAMTEGDAVITAYRCHGWTWLLGATVTEVLAELTGRVAGNVHGKGGSMHMYTKNFYGGNGIVGAQQPLGAGVALAMKYREQKNVCVTLYGDGAANQGQLFEATNMAKLWDLPVLFVCENNGFGMGTTAERSSASTEYYTRGDYVPGIWVDGMDILAVREATKWAKEYCDSGKGPLMMEMATYRYHGHSMSDPGTSYRTREE.... Result: 0 (no interaction).